Binary Classification. Given a T-cell receptor sequence (or CDR3 region) and an epitope sequence, predict whether binding occurs between them. From a dataset of TCR-epitope binding with 47,182 pairs between 192 epitopes and 23,139 TCRs. (1) The epitope is FRYMNSQGL. The TCR CDR3 sequence is CASCRPGLAGGEDTQYF. Result: 0 (the TCR does not bind to the epitope). (2) The epitope is TPINLVRDL. The TCR CDR3 sequence is CSVEEAEGASLYNEQFF. Result: 1 (the TCR binds to the epitope). (3) The epitope is SEISMDNSPNL. The TCR CDR3 sequence is CASTASGNNEQFF. Result: 1 (the TCR binds to the epitope).